From a dataset of Forward reaction prediction with 1.9M reactions from USPTO patents (1976-2016). Predict the product of the given reaction. (1) Given the reactants Br[C:2]1[CH:9]=[CH:8][C:7]([F:10])=[CH:6][C:3]=1[CH:4]=[O:5].[CH2:11]([O:13][C:14](=[O:33])[CH2:15][C:16]1[CH:21]=[CH:20][C:19]([O:22][CH3:23])=[C:18](B2OC(C)(C)C(C)(C)O2)[CH:17]=1)[CH3:12], predict the reaction product. The product is: [CH2:11]([O:13][C:14](=[O:33])[CH2:15][C:16]1[CH:17]=[C:18]([C:2]2[CH:9]=[CH:8][C:7]([F:10])=[CH:6][C:3]=2[CH:4]=[O:5])[C:19]([O:22][CH3:23])=[CH:20][CH:21]=1)[CH3:12]. (2) Given the reactants Cl[C:2]1[N:7]=[C:6]([Cl:8])[N:5]=[C:4]([Cl:9])[N:3]=1.[CH3:10][O:11][C:12]1[CH:29]=[CH:28][C:15]2[CH2:16][NH:17][CH2:18][CH2:19][C@@:20]34[C@@H:25]([O:26][C:13]=1[C:14]=23)[CH2:24][C@@H:23]([OH:27])[CH:22]=[CH:21]4.[OH-].[Na+], predict the reaction product. The product is: [Cl:9][C:4]1[N:5]=[C:6]([Cl:8])[N:7]=[C:2]([N:17]2[CH2:18][CH2:19][C:20]34[CH:21]=[CH:22][C@H:23]([OH:27])[CH2:24][CH:25]3[O:26][C:13]3=[C:12]([O:11][CH3:10])[CH:29]=[CH:28][C:15](=[C:14]43)[CH2:16]2)[N:3]=1. (3) Given the reactants [F:1][C:2]1[CH:3]=[C:4]2[C:9](=[CH:10][C:11]=1F)[N:8]([CH2:13][C:14]1[CH:19]=[CH:18][C:17]([C:20]([F:23])([F:22])[F:21])=[CH:16][C:15]=1[F:24])[CH:7]=[C:6]([C:25]#[N:26])[C:5]2=[O:27].[NH:28]1[CH2:33][CH2:32][NH:31][CH2:30][C:29]1=[O:34], predict the reaction product. The product is: [F:1][C:2]1[CH:3]=[C:4]2[C:9](=[CH:10][C:11]=1[N:31]1[CH2:32][CH2:33][NH:28][C:29](=[O:34])[CH2:30]1)[N:8]([CH2:13][C:14]1[CH:19]=[CH:18][C:17]([C:20]([F:23])([F:21])[F:22])=[CH:16][C:15]=1[F:24])[CH:7]=[C:6]([C:25]#[N:26])[C:5]2=[O:27]. (4) Given the reactants [I:1]N1C(=O)CCC1=O.[CH2:9]([NH:11][C:12]([C:14]1[CH:18]=[C:17]([C:19]2[CH:24]=[C:23]([C:25]([CH3:28])([CH3:27])[CH3:26])[C:22]([O:29][CH2:30][C:31]3[CH:36]=[CH:35][CH:34]=[CH:33][CH:32]=3)=[CH:21][C:20]=2[O:37][CH2:38][C:39]2[CH:44]=[CH:43][CH:42]=[CH:41][CH:40]=2)[O:16][N:15]=1)=[O:13])[CH3:10], predict the reaction product. The product is: [CH2:9]([NH:11][C:12]([C:14]1[C:18]([I:1])=[C:17]([C:19]2[CH:24]=[C:23]([C:25]([CH3:28])([CH3:27])[CH3:26])[C:22]([O:29][CH2:30][C:31]3[CH:32]=[CH:33][CH:34]=[CH:35][CH:36]=3)=[CH:21][C:20]=2[O:37][CH2:38][C:39]2[CH:40]=[CH:41][CH:42]=[CH:43][CH:44]=2)[O:16][N:15]=1)=[O:13])[CH3:10].